From a dataset of Catalyst prediction with 721,799 reactions and 888 catalyst types from USPTO. Predict which catalyst facilitates the given reaction. (1) Reactant: Cl[C:2]1[C:3]2[C@:10]3([CH2:25][C:13]4=[N:14][CH:15]=[C:16]([C:18]([O:20]C(C)(C)C)=[O:19])[CH:17]=[C:12]4[CH2:11]3)[C:9](=[O:26])[NH:8][C:4]=2[N:5]=[CH:6][N:7]=1.C(N([CH2:32][CH3:33])CC)C.[H][H].[C:36](OCC)(=O)[CH3:37]. Product: [O:26]=[C:9]1[NH:8][C:4]2[N:5]=[CH:6][N:7]=[CH:2][C:3]=2[C@@:10]21[CH2:25][C:13]1=[N:14][CH:15]=[C:16]([C:18]([O:20][CH2:36][CH2:37][CH2:32][CH3:33])=[O:19])[CH:17]=[C:12]1[CH2:11]2. The catalyst class is: 45. (2) Reactant: [NH2:1][C:2]1[C:3]([Cl:22])=[C:4]([CH:19]=[CH:20][CH:21]=1)[C:5]([NH:7][CH2:8][C:9]12[CH2:18][CH:13]3[CH2:14][CH:15]([CH2:17][CH:11]([CH2:12]3)[CH2:10]1)[CH2:16]2)=[O:6].C(=O)([O-])[O-].[K+].[K+].Cl.Cl[CH2:31][CH2:32][N:33]([CH3:35])[CH3:34].Cl. Product: [Cl:22][C:3]1[C:2]([NH:1][CH2:31][CH2:32][N:33]([CH3:35])[CH3:34])=[CH:21][CH:20]=[CH:19][C:4]=1[C:5]([NH:7][CH2:8][C:9]12[CH2:18][CH:13]3[CH2:14][CH:15]([CH2:17][CH:11]([CH2:12]3)[CH2:10]1)[CH2:16]2)=[O:6]. The catalyst class is: 6. (3) Reactant: [Cl-].[Mg+2].[Cl-].[CH2:4](N(CC)CC)C.C(C(CC)(C([O-])=O)C([O-])=O)C.[Cl:22][C:23]1[CH:31]=[C:30]([N+:32]([O-:34])=[O:33])[CH:29]=[CH:28][C:24]=1[C:25](Cl)=[O:26]. Product: [Cl:22][C:23]1[CH:31]=[C:30]([N+:32]([O-:34])=[O:33])[CH:29]=[CH:28][C:24]=1[C:25](=[O:26])[CH3:4]. The catalyst class is: 11. (4) Reactant: [NH2:1][C@H:2]1[CH2:10][O:9][CH2:8][C@H:7]([O:11][C:12]([CH3:16])([CH3:15])[CH2:13][CH3:14])[C@@H:6]([O:17][CH2:18][CH:19]([CH3:21])[CH3:20])[C@H:5]([CH3:22])[O:4][C:3]1=[O:23].[OH:24][C:25]1[C:26]([C:33](O)=[O:34])=[N:27][CH:28]=[CH:29][C:30]=1[O:31][CH3:32].CN1CCOCC1.CN(C(ON1N=NC2C=CC=NC1=2)=[N+](C)C)C.F[P-](F)(F)(F)(F)F. Product: [OH:24][C:25]1[C:26]([C:33]([NH:1][C@H:2]2[CH2:10][O:9][CH2:8][C@H:7]([O:11][C:12]([CH2:13][CH3:14])([CH3:15])[CH3:16])[C@@H:6]([O:17][CH2:18][CH:19]([CH3:21])[CH3:20])[C@H:5]([CH3:22])[O:4][C:3]2=[O:23])=[O:34])=[N:27][CH:28]=[CH:29][C:30]=1[O:31][CH3:32]. The catalyst class is: 2. (5) Reactant: [F:1][C:2]([F:17])([F:16])[O:3][C:4]1[CH:9]=[CH:8][C:7]([N:10]2[CH2:14][CH2:13][C:12](=O)[NH:11]2)=[CH:6][CH:5]=1.P(Cl)(Cl)([Cl:20])=O. Product: [Cl:20][C:12]1[CH2:13][CH2:14][N:10]([C:7]2[CH:8]=[CH:9][C:4]([O:3][C:2]([F:17])([F:16])[F:1])=[CH:5][CH:6]=2)[N:11]=1. The catalyst class is: 11. (6) Reactant: [Cl:1][C:2]1[N:6]2[C:7]3[CH:31]=[CH:30][C:29]([Cl:32])=[CH:28][C:8]=3[CH:9]([C:18]3[CH:23]=[CH:22][CH:21]=[C:20]([O:24][CH3:25])[C:19]=3[O:26][CH3:27])[O:10][CH:11]([CH2:12][CH:13]3OCC[O:14]3)[C:5]2=[N:4][C:3]=1[Cl:33].Cl(O)(=O)(=O)=O. Product: [Cl:1][C:2]1[N:6]2[C:7]3[CH:31]=[CH:30][C:29]([Cl:32])=[CH:28][C:8]=3[CH:9]([C:18]3[CH:23]=[CH:22][CH:21]=[C:20]([O:24][CH3:25])[C:19]=3[O:26][CH3:27])[O:10][CH:11]([CH2:12][CH2:13][OH:14])[C:5]2=[N:4][C:3]=1[Cl:33]. The catalyst class is: 4. (7) Reactant: O[C:2]1([C:8]2[CH:13]=[CH:12][C:11]([OH:14])=[CH:10][C:9]=2[OH:15])[CH2:7][CH2:6][CH2:5][O:4][CH2:3]1.[H][H]. Product: [O:4]1[CH2:5][CH2:6][CH2:7][CH:2]([C:8]2[CH:13]=[CH:12][C:11]([OH:14])=[CH:10][C:9]=2[OH:15])[CH2:3]1. The catalyst class is: 407.